From a dataset of Catalyst prediction with 721,799 reactions and 888 catalyst types from USPTO. Predict which catalyst facilitates the given reaction. (1) Reactant: C([O:8][CH2:9][CH2:10][O:11][C:12]1[CH:17]=[CH:16][C:15]([N+:18]([O-])=O)=[CH:14][N:13]=1)C1C=CC=CC=1. Product: [NH2:18][C:15]1[CH:16]=[CH:17][C:12]([O:11][CH2:10][CH2:9][OH:8])=[N:13][CH:14]=1. The catalyst class is: 29. (2) Reactant: CC([N:5]([C@@:9]([CH3:31])([C:12]([NH:14][C:15]1[CH:16]=[N:17][C:18]([O:21][C:22]2[CH:27]=[CH:26][C:25]([CH3:28])=[C:24]([O:29][CH3:30])[CH:23]=2)=[CH:19][CH:20]=1)=[O:13])[CH2:10][CH3:11])C(=O)[O-])(C)C.C(O)(C(F)(F)F)=O. Product: [CH3:28][C:25]1[CH:26]=[CH:27][C:22]([O:21][C:18]2[N:17]=[CH:16][C:15]([NH:14][C:12](=[O:13])[C@:9]([CH3:31])([CH2:10][CH3:11])[NH2:5])=[CH:20][CH:19]=2)=[CH:23][C:24]=1[O:29][CH3:30]. The catalyst class is: 4. (3) Reactant: [CH3:1][C:2]([CH3:31])([CH3:30])[C:3]#[C:4][C:5]1[S:9][C:8]([C:10]([OH:12])=[O:11])=[C:7]([N:13]([C@H:23]2[CH2:28][CH2:27][C@H:26]([OH:29])[CH2:25][CH2:24]2)[C:14]([C@H:16]2[CH2:21][CH2:20][C@H:19]([CH3:22])[CH2:18][CH2:17]2)=[O:15])[CH:6]=1.[H-].[Na+].[Cl:34][C:35]1[N:40]=[C:39](Cl)[CH:38]=[CH:37][N:36]=1.C(OCC)(=O)C. Product: [CH3:31][C:2]([CH3:30])([CH3:1])[C:3]#[C:4][C:5]1[S:9][C:8]([C:10]([OH:12])=[O:11])=[C:7]([N:13]([C:14]([C@H:16]2[CH2:21][CH2:20][C@H:19]([CH3:22])[CH2:18][CH2:17]2)=[O:15])[C@H:23]2[CH2:28][CH2:27][C@H:26]([O:29][C:37]3[CH:38]=[CH:39][N:40]=[C:35]([Cl:34])[N:36]=3)[CH2:25][CH2:24]2)[CH:6]=1. The catalyst class is: 3. (4) Reactant: [CH3:1][O:2][C:3]1[C:18]([O:19][CH2:20][CH2:21][CH2:22][CH2:23][CH2:24][O:25][C:26]2[C:27]([O:42][CH2:43][CH2:44][CH2:45][NH:46]C(=O)OCC=C)=[CH:28][C:29]3[C:35](=[O:36])[N:34]4[CH:37]=[C:38]([CH3:40])[CH2:39][C@H:33]4[CH:32]=[N:31][C:30]=3[CH:41]=2)=[CH:17][C:6]2[N:7]=[CH:8][C@@H:9]3[CH2:15][C:14]([CH3:16])=[CH:13][N:10]3[C:11](=[O:12])[C:5]=2[CH:4]=1.N1CCCC1. Product: [NH2:46][CH2:45][CH2:44][CH2:43][O:42][C:27]1[C:26]([O:25][CH2:24][CH2:23][CH2:22][CH2:21][CH2:20][O:19][C:18]2[C:3]([O:2][CH3:1])=[CH:4][C:5]3[C:11](=[O:12])[N:10]4[CH:13]=[C:14]([CH3:16])[CH2:15][C@H:9]4[CH:8]=[N:7][C:6]=3[CH:17]=2)=[CH:41][C:30]2[N:31]=[CH:32][C@@H:33]3[CH2:39][C:38]([CH3:40])=[CH:37][N:34]3[C:35](=[O:36])[C:29]=2[CH:28]=1. The catalyst class is: 668.